This data is from Catalyst prediction with 721,799 reactions and 888 catalyst types from USPTO. The task is: Predict which catalyst facilitates the given reaction. Reactant: [F:1][C:2]([F:7])([F:6])[C:3]([OH:5])=[O:4].[O:8]=[C:9]1[C:17]2[C:12](=[CH:13][CH:14]=[CH:15][CH:16]=2)[C:11](=[O:18])[N:10]1[O:19][C@H:20]1[CH2:24][CH2:23][N:22](C(OC(C)(C)C)=O)[CH2:21]1. Product: [NH:22]1[CH2:23][CH2:24][C@H:20]([O:19][N:10]2[C:11](=[O:18])[C:12]3[C:17](=[CH:16][CH:15]=[CH:14][CH:13]=3)[C:9]2=[O:8])[CH2:21]1.[F:1][C:2]([F:7])([F:6])[C:3]([OH:5])=[O:4]. The catalyst class is: 2.